Predict the reactants needed to synthesize the given product. From a dataset of Full USPTO retrosynthesis dataset with 1.9M reactions from patents (1976-2016). (1) Given the product [NH:6]([CH2:7][CH3:8])[CH2:5][CH3:4].[C:27]([O:26][C:24](=[O:25])[NH:1][C@@H:4]1[CH2:9][C@H:8]([C:10]2[CH:15]=[CH:14][CH:13]=[C:12]([F:16])[C:11]=2[F:17])[CH2:7][N:6]([CH2:18][C:19]([F:22])([F:21])[F:20])[C:5]1=[O:23])([CH3:30])([CH3:29])[CH3:28].[C:35]([O:34][C:32](=[O:33])[NH:1][C@H:4]1[CH2:9][C@@H:8]([C:10]2[CH:15]=[CH:14][CH:13]=[C:12]([F:16])[C:11]=2[F:17])[CH2:7][N:6]([CH2:18][C:19]([F:22])([F:20])[F:21])[C:5]1=[O:23])([CH3:36])([CH3:37])[CH3:38], predict the reactants needed to synthesize it. The reactants are: [N:1]([CH:4]1[CH2:9][CH:8]([C:10]2[CH:15]=[CH:14][CH:13]=[C:12]([F:16])[C:11]=2[F:17])[CH2:7][N:6]([CH2:18][C:19]([F:22])([F:21])[F:20])[C:5]1=[O:23])=[N+]=[N-].[C:24](O[C:32]([O:34][C:35]([CH3:38])([CH3:37])[CH3:36])=[O:33])([O:26][C:27]([CH3:30])([CH3:29])[CH3:28])=[O:25]. (2) The reactants are: [F:1][C:2]([F:7])([F:6])[C:3]([NH2:5])=O.COC1C=CC(P2(SP(C3C=CC(OC)=CC=3)(=S)S2)=[S:17])=CC=1.Br[CH2:31][C:32](=O)[C:33]([O:35][CH2:36][CH3:37])=[O:34]. Given the product [F:1][C:2]([F:7])([F:6])[C:3]1[S:17][CH:31]=[C:32]([C:33]([O:35][CH2:36][CH3:37])=[O:34])[N:5]=1, predict the reactants needed to synthesize it. (3) Given the product [CH:1]1([N:4]2[CH:9]3[CH2:10][CH2:11][CH:5]2[CH2:6][C:7](=[N:20][OH:21])[CH2:8]3)[CH2:3][CH2:2]1, predict the reactants needed to synthesize it. The reactants are: [CH:1]1([N:4]2[CH:9]3[CH2:10][CH2:11][CH:5]2[CH2:6][C:7](=O)[CH2:8]3)[CH2:3][CH2:2]1.N1C=CC=CC=1.Cl.[NH2:20][OH:21]. (4) Given the product [NH2:1][C:2]1[N:7]=[C:6]([CH3:8])[N:5]=[C:4]([C:9]2[CH:10]=[C:11]([C:25]([OH:27])([CH3:28])[CH3:26])[CH:12]=[N:13][C:14]=2[NH:15][C:16]2[CH:17]=[N:18][C:19]([Cl:24])=[C:20]([O:22][CH3:23])[CH:21]=2)[N:3]=1, predict the reactants needed to synthesize it. The reactants are: [NH2:1][C:2]1[N:7]=[C:6]([CH3:8])[N:5]=[C:4]([C:9]2[CH:10]=[C:11]([C:25](=[O:27])[CH3:26])[CH:12]=[N:13][C:14]=2[NH:15][C:16]2[CH:17]=[N:18][C:19]([Cl:24])=[C:20]([O:22][CH3:23])[CH:21]=2)[N:3]=1.[CH3:28][Mg]Br. (5) Given the product [N:4]1[CH:5]=[CH:6][CH:7]=[CH:8][C:3]=1[CH2:2][N:17]1[C:25]2[C:20](=[CH:21][CH:22]=[CH:23][CH:24]=2)[C:19]2([C:36]3[C:32]4=[N:33][O:34][N:35]=[C:31]4[CH:30]=[CH:29][C:28]=3[O:27][CH2:26]2)[C:18]1=[O:37], predict the reactants needed to synthesize it. The reactants are: Br[CH2:2][C:3]1[CH:8]=[CH:7][CH:6]=[CH:5][N:4]=1.BrCC1CCCCO1.[NH:17]1[C:25]2[C:20](=[CH:21][CH:22]=[CH:23][CH:24]=2)[C:19]2([C:36]3[C:32]4=[N:33][O:34][N:35]=[C:31]4[CH:30]=[CH:29][C:28]=3[O:27][CH2:26]2)[C:18]1=[O:37].N1C2C(=CC=CC=2)C2(COC3C=C4C(=CC2=3)CCO4)C1=O.